This data is from Full USPTO retrosynthesis dataset with 1.9M reactions from patents (1976-2016). The task is: Predict the reactants needed to synthesize the given product. (1) The reactants are: [I:1][C:2]1[CH:12]=[N:11][C:5]2[NH:6][CH2:7][C:8](=[O:10])[NH:9][C:4]=2[CH:3]=1.[Cl:13][C:14]1[CH:21]=[CH:20][C:19]([Cl:22])=[CH:18][C:15]=1[CH2:16]Br. Given the product [Cl:13][C:14]1[CH:21]=[CH:20][C:19]([Cl:22])=[CH:18][C:15]=1[CH2:16][N:9]1[C:8](=[O:10])[CH2:7][NH:6][C:5]2[N:11]=[CH:12][C:2]([I:1])=[CH:3][C:4]1=2, predict the reactants needed to synthesize it. (2) Given the product [N:12]1[N:11]2[C:4]([OH:17])=[CH:3][C:2]([OH:6])=[N:9][C:10]2=[CH:14][CH:13]=1, predict the reactants needed to synthesize it. The reactants are: [Na].[C:2]([O:6]CC)(=O)[CH:3]=[CH2:4].[NH2:9][C:10]1[CH:14]=[CH:13][NH:12][N:11]=1.CC[OH:17].